Predict the reactants needed to synthesize the given product. From a dataset of Full USPTO retrosynthesis dataset with 1.9M reactions from patents (1976-2016). (1) Given the product [C:1]([N:5]1[C:10](=[O:11])[C:9]([CH2:12][O:13][Si:20]([C:23]([CH3:26])([CH3:25])[CH3:24])([CH3:22])[CH3:21])=[C:8]([Cl:14])[CH:7]=[N:6]1)([CH3:4])([CH3:2])[CH3:3], predict the reactants needed to synthesize it. The reactants are: [C:1]([N:5]1[C:10](=[O:11])[C:9]([CH2:12][OH:13])=[C:8]([Cl:14])[CH:7]=[N:6]1)([CH3:4])([CH3:3])[CH3:2].N1C=CN=C1.[Si:20](Cl)([C:23]([CH3:26])([CH3:25])[CH3:24])([CH3:22])[CH3:21]. (2) Given the product [C:8]([C:5]1[N:6]=[CH:7][C:2]([NH:1][C:24](=[O:25])[CH2:23][C:17]2[CH:22]=[CH:21][CH:20]=[CH:19][CH:18]=2)=[CH:3][CH:4]=1)#[N:9], predict the reactants needed to synthesize it. The reactants are: [NH2:1][C:2]1[CH:3]=[CH:4][C:5]([C:8]#[N:9])=[N:6][CH:7]=1.C(N(CC)CC)C.[C:17]1([CH2:23][C:24](Cl)=[O:25])[CH:22]=[CH:21][CH:20]=[CH:19][CH:18]=1. (3) Given the product [Cl:19][C:10]1[CH:9]=[C:8]([C:6]2[CH:5]=[CH:4][N:3]=[C:2]([Cl:1])[CH:7]=2)[N:13]=[C:12]([S:14][CH3:15])[N:11]=1, predict the reactants needed to synthesize it. The reactants are: [Cl:1][C:2]1[CH:7]=[C:6]([C:8]2[N:13]=[C:12]([S:14][CH3:15])[NH:11][C:10](=O)[CH:9]=2)[CH:5]=[CH:4][N:3]=1.O=P(Cl)(Cl)[Cl:19]. (4) Given the product [C:12]([O:11][C:9](=[O:10])[NH:1][C:2]([CH2:5][OH:6])([CH2:3][OH:4])[CH2:7][CH3:8])([CH3:15])([CH3:14])[CH3:13], predict the reactants needed to synthesize it. The reactants are: [NH2:1][C:2]([CH2:7][CH3:8])([CH2:5][OH:6])[CH2:3][OH:4].[C:9](O[C:9]([O:11][C:12]([CH3:15])([CH3:14])[CH3:13])=[O:10])([O:11][C:12]([CH3:15])([CH3:14])[CH3:13])=[O:10].[OH-].[Na+]. (5) Given the product [NH2:1][CH2:2][C:3]1[C:4]([F:20])=[C:5]([O:10][C:11]2[CH:12]=[C:13]([CH:16]=[C:17]([CH3:21])[CH:18]=2)[C:14]#[N:15])[C:6]([Cl:9])=[CH:7][CH:8]=1, predict the reactants needed to synthesize it. The reactants are: [NH2:1][CH2:2][C:3]1[C:4]([F:20])=[C:5]([O:10][C:11]2[CH:12]=[C:13]([CH:16]=[C:17](Br)[CH:18]=2)[C:14]#[N:15])[C:6]([Cl:9])=[CH:7][CH:8]=1.[CH3:21][Zn]C. (6) Given the product [NH2:7][CH2:8][CH2:9][N:10]1[CH2:14][CH2:13][CH2:12][CH:11]1[C:15]1[N:16]([CH3:38])[C:17](=[O:37])[C:18]([C:27]2[CH:36]=[CH:35][C:34]3[C:29](=[CH:30][CH:31]=[CH:32][CH:33]=3)[CH:28]=2)=[C:19]([C:21]2[CH:22]=[CH:23][N:24]=[CH:25][CH:26]=2)[CH:20]=1, predict the reactants needed to synthesize it. The reactants are: C(OC(=O)[NH:7][CH2:8][CH2:9][N:10]1[CH2:14][CH2:13][CH2:12][CH:11]1[C:15]1[N:16]([CH3:38])[C:17](=[O:37])[C:18]([C:27]2[CH:36]=[CH:35][C:34]3[C:29](=[CH:30][CH:31]=[CH:32][CH:33]=3)[CH:28]=2)=[C:19]([C:21]2[CH:26]=[CH:25][N:24]=[CH:23][CH:22]=2)[CH:20]=1)(C)(C)C. (7) Given the product [OH:31][CH2:30][C@H:19]([NH:18][C:16](=[O:17])[C:15]1[CH:32]=[C:11]([C:9]#[C:10][C:2]2[CH:7]=[CH:6][C:5]([OH:8])=[CH:4][CH:3]=2)[CH:12]=[CH:13][C:14]=1[O:33][CH:34]([CH3:36])[CH3:35])[CH2:20][C:21]1[C:29]2[C:24](=[CH:25][CH:26]=[CH:27][CH:28]=2)[NH:23][CH:22]=1, predict the reactants needed to synthesize it. The reactants are: Br[C:2]1[CH:7]=[CH:6][C:5]([OH:8])=[CH:4][CH:3]=1.[C:9]([C:11]1[CH:12]=[CH:13][C:14]([O:33][CH:34]([CH3:36])[CH3:35])=[C:15]([CH:32]=1)[C:16]([NH:18][C@@H:19]([CH2:30][OH:31])[CH2:20][C:21]1[C:29]2[C:24](=[CH:25][CH:26]=[CH:27][CH:28]=2)[NH:23][CH:22]=1)=[O:17])#[CH:10]. (8) The reactants are: C1C=CC(N([S:8]([C:11]([F:14])([F:13])[F:12])(=[O:10])=[O:9])[S:8]([C:11]([F:14])([F:13])[F:12])(=[O:10])=[O:9])=CC=1.[OH:22][C:23]1[C:32]2[C:27](=[CH:28][C:29]([C:33]3[CH:38]=[CH:37][C:36]([S:39][CH3:40])=[CH:35][CH:34]=3)=[CH:30][CH:31]=2)[CH:26]=[C:25]([C:41]([O:43][CH2:44][CH3:45])=[O:42])[CH:24]=1.CCN(CC)CC.[NH4+].[Cl-]. Given the product [CH3:40][S:39][C:36]1[CH:35]=[CH:34][C:33]([C:29]2[CH:28]=[C:27]3[C:32]([C:23]([O:22][S:8]([C:11]([F:14])([F:13])[F:12])(=[O:10])=[O:9])=[CH:24][C:25]([C:41]([O:43][CH2:44][CH3:45])=[O:42])=[CH:26]3)=[CH:31][CH:30]=2)=[CH:38][CH:37]=1, predict the reactants needed to synthesize it. (9) Given the product [O:22]1[CH2:21][CH2:20][O:19][CH:18]1[C:15]1[CH:16]=[CH:17][C:12]([C:6]2[C:5]([C:23]3[CH:28]=[CH:27][CH:26]=[CH:25][CH:24]=3)=[CH:4][C:3]3[C:8](=[CH:9][CH:10]=[N:11][C:2]=3[NH:29][NH2:30])[N:7]=2)=[CH:13][CH:14]=1, predict the reactants needed to synthesize it. The reactants are: Cl[C:2]1[N:11]=[CH:10][CH:9]=[C:8]2[C:3]=1[CH:4]=[C:5]([C:23]1[CH:28]=[CH:27][CH:26]=[CH:25][CH:24]=1)[C:6]([C:12]1[CH:17]=[CH:16][C:15]([CH:18]3[O:22][CH2:21][CH2:20][O:19]3)=[CH:14][CH:13]=1)=[N:7]2.[NH2:29][NH2:30].